From a dataset of Full USPTO retrosynthesis dataset with 1.9M reactions from patents (1976-2016). Predict the reactants needed to synthesize the given product. (1) Given the product [CH3:12][NH:13][CH2:14][C:15]1([C:21]2[CH:26]=[CH:25][C:24]([O:27][CH2:28][CH2:29][CH2:30][N:31]3[CH2:35][CH2:34][CH2:33][CH2:32]3)=[CH:23][CH:22]=2)[CH2:20][CH2:19][O:18][CH2:17][CH2:16]1, predict the reactants needed to synthesize it. The reactants are: [H-].[H-].[H-].[H-].[Li+].[Al+3].C(O[C:12](=O)[N:13](C)[CH2:14][C:15]1([C:21]2[CH:26]=[CH:25][C:24]([O:27][CH2:28][CH2:29][CH2:30][N:31]3[CH2:35][CH2:34][CH2:33][CH2:32]3)=[CH:23][CH:22]=2)[CH2:20][CH2:19][O:18][CH2:17][CH2:16]1)(C)(C)C. (2) Given the product [Cl:29][C:30]1[CH:31]=[CH:32][C:33]2[CH:37]=[C:36]([C:38]([NH:13][C@@H:12]([C:14]([N:16]3[CH2:21][CH2:20][N:19]([CH:22]4[CH2:27][CH2:26][N:25]([CH3:28])[CH2:24][CH2:23]4)[CH2:18][CH2:17]3)=[O:15])[CH2:11][C:8]3[CH:7]=[CH:6][N:5]=[CH:10][CH:9]=3)=[O:39])[S:35][C:34]=2[CH:41]=1, predict the reactants needed to synthesize it. The reactants are: Cl.Cl.Cl.Cl.[N:5]1[CH:10]=[CH:9][C:8]([CH2:11][C@H:12]([C:14]([N:16]2[CH2:21][CH2:20][N:19]([CH:22]3[CH2:27][CH2:26][N:25]([CH3:28])[CH2:24][CH2:23]3)[CH2:18][CH2:17]2)=[O:15])[NH2:13])=[CH:7][CH:6]=1.[Cl:29][C:30]1[CH:31]=[CH:32][C:33]2[CH:37]=[C:36]([C:38](O)=[O:39])[S:35][C:34]=2[CH:41]=1. (3) Given the product [C:14]([C:10]1[C:11]2[CH:26]([C:18]3[CH:23]=[CH:22][C:21]([CH3:24])=[CH:20][CH:19]=3)[C:32]3[C:30](=[O:31])[CH2:29][C:28]([CH3:27])([CH3:36])[CH2:35][C:33]=3[NH:13][C:12]=2[N:8]([C:5]2[CH:4]=[CH:3][C:2]([CH3:1])=[CH:7][CH:6]=2)[N:9]=1)([CH3:17])([CH3:16])[CH3:15], predict the reactants needed to synthesize it. The reactants are: [CH3:1][C:2]1[CH:7]=[CH:6][C:5]([N:8]2[C:12]([NH2:13])=[CH:11][C:10]([C:14]([CH3:17])([CH3:16])[CH3:15])=[N:9]2)=[CH:4][CH:3]=1.[C:18]1([CH3:26])[CH:23]=[CH:22][C:21]([CH:24]=O)=[CH:20][CH:19]=1.[CH3:27][C:28]1([CH3:36])[CH2:35][C:33](=O)[CH2:32][C:30](=[O:31])[CH2:29]1. (4) Given the product [CH2:18]([NH:25][C:2]1[CH:3]=[CH:4][C:5]([O:8][C:9]2[CH:14]=[CH:13][CH:12]=[C:11]([N:15]([CH3:17])[CH3:16])[CH:10]=2)=[CH:6][N:7]=1)[C:19]1[CH:24]=[CH:23][CH:22]=[CH:21][CH:20]=1, predict the reactants needed to synthesize it. The reactants are: Cl[C:2]1[N:7]=[CH:6][C:5]([O:8][C:9]2[CH:10]=[C:11]([N:15]([CH3:17])[CH3:16])[CH:12]=[CH:13][CH:14]=2)=[CH:4][CH:3]=1.[CH2:18]([NH2:25])[C:19]1[CH:24]=[CH:23][CH:22]=[CH:21][CH:20]=1.C1(P(C2C=CC=CC=2)C2C3OC4C(=CC=CC=4P(C4C=CC=CC=4)C4C=CC=CC=4)C(C)(C)C=3C=CC=2)C=CC=CC=1.C(=O)([O-])[O-].[Cs+].[Cs+].